Dataset: Catalyst prediction with 721,799 reactions and 888 catalyst types from USPTO. Task: Predict which catalyst facilitates the given reaction. (1) Reactant: [C:1]1([CH:7]([NH:9][C:10]2[CH:11]=[C:12]([N:19]3[CH2:25][CH2:24][CH2:23][N:22](C(OC(C)(C)C)=O)[CH2:21][CH2:20]3)[CH:13]=[CH:14][C:15]=2[N+:16]([O-:18])=[O:17])[CH3:8])[CH:6]=[CH:5][CH:4]=[CH:3][CH:2]=1.[ClH:33]. Product: [ClH:33].[N:19]1([C:12]2[CH:13]=[CH:14][C:15]([N+:16]([O-:18])=[O:17])=[C:10]([NH:9][CH:7]([C:1]3[CH:6]=[CH:5][CH:4]=[CH:3][CH:2]=3)[CH3:8])[CH:11]=2)[CH2:25][CH2:24][CH2:23][NH:22][CH2:21][CH2:20]1. The catalyst class is: 268. (2) Reactant: [NH2:1][C:2]1[C:11]2[C:6](=[CH:7][CH:8]=[CH:9][CH:10]=2)[CH:5]=[CH:4][C:3]=1O.C(O[S:26]([O-])(=O)=O)CCCCCCCCCCC.[Na+].C(OC(=O)C)(=O)C. Product: [NH2:1][C:2]1[C:11]2[C:6](=[CH:7][CH:8]=[CH:9][CH:10]=2)[CH:5]=[CH:4][C:3]=1[SH:26]. The catalyst class is: 6. (3) Reactant: Cl[CH2:2][CH2:3][CH2:4][O:5][CH2:6][CH2:7][C:8]1[CH:13]=[CH:12][C:11]([O:14][C:15](=[O:20])[C:16]([CH3:19])([CH3:18])[CH3:17])=[CH:10][CH:9]=1.[I-:21].[Na+]. Product: [I:21][CH2:2][CH2:3][CH2:4][O:5][CH2:6][CH2:7][C:8]1[CH:13]=[CH:12][C:11]([O:14][C:15](=[O:20])[C:16]([CH3:19])([CH3:18])[CH3:17])=[CH:10][CH:9]=1. The catalyst class is: 21. (4) Reactant: [Cl:1][C:2]1[C:7]([C:8]2[CH:13]=[CH:12][CH:11]=[CH:10][CH:9]=2)=[N:6][N:5]=[C:4]2[N:14]([CH2:23][C:24](O)=[O:25])[N:15]=[C:16]([C:17]3[CH:22]=[CH:21][CH:20]=[CH:19][CH:18]=3)[C:3]=12.[F:27][C:28]([F:37])([F:36])[CH2:29][N:30]1[CH2:35][CH2:34][NH:33][CH2:32][CH2:31]1.C(N(C(C)C)CC)(C)C.F[P-](F)(F)(F)(F)F.N1(OC(N(C)C)=[N+](C)C)C2N=CC=CC=2N=N1. Product: [Cl:1][C:2]1[C:7]([C:8]2[CH:13]=[CH:12][CH:11]=[CH:10][CH:9]=2)=[N:6][N:5]=[C:4]2[N:14]([CH2:23][C:24]([N:33]3[CH2:32][CH2:31][N:30]([CH2:29][C:28]([F:36])([F:37])[F:27])[CH2:35][CH2:34]3)=[O:25])[N:15]=[C:16]([C:17]3[CH:22]=[CH:21][CH:20]=[CH:19][CH:18]=3)[C:3]=12. The catalyst class is: 31.